This data is from Catalyst prediction with 721,799 reactions and 888 catalyst types from USPTO. The task is: Predict which catalyst facilitates the given reaction. (1) Reactant: [NH2:1][C:2]1[C:3](I)=[N:4][C:5]([Cl:8])=[CH:6][CH:7]=1.[O:10]1[CH:14]=[CH:13][CH:12]=[C:11]1B(O)O.C(=O)([O-])[O-].[Na+].[Na+].C1(C)C=CC=CC=1. Product: [NH2:1][C:2]1[C:3]([C:11]2[O:10][CH:14]=[CH:13][CH:12]=2)=[N:4][C:5]([Cl:8])=[CH:6][CH:7]=1. The catalyst class is: 90. (2) Reactant: C[O:2][C:3](=[O:32])[CH2:4][O:5][C:6]1[CH:14]=[C:13]2[CH2:15][CH2:16][CH2:17][C:12]2=[C:11]2[C:7]=1[C:8]([C:27](=[O:31])[C:28]([NH2:30])=[O:29])=[C:9]([CH2:25][CH3:26])[N:10]2[CH2:18][C:19]1[CH:24]=[CH:23][CH:22]=[CH:21][CH:20]=1.[OH-].[Li+]. Product: [NH2:30][C:28](=[O:29])[C:27]([C:8]1[C:7]2[C:11](=[C:12]3[CH2:17][CH2:16][CH2:15][C:13]3=[CH:14][C:6]=2[O:5][CH2:4][C:3]([OH:32])=[O:2])[N:10]([CH2:18][C:19]2[CH:24]=[CH:23][CH:22]=[CH:21][CH:20]=2)[C:9]=1[CH2:25][CH3:26])=[O:31]. The catalyst class is: 83. (3) Reactant: [O:1]=[C:2]1[CH2:10][C:9]2[C:4](=[CH:5][C:6]([C:11]([C:13]3[CH:18]=[CH:17][C:16]([NH:19][C:20](=[O:22])[CH3:21])=[CH:15][CH:14]=3)=[O:12])=[CH:7][CH:8]=2)[NH:3]1.[CH:23](OCC)=[O:24].[O-]CC.[Na+].Cl. Product: [OH:24][CH:23]=[C:10]1[C:9]2[C:4](=[CH:5][C:6]([C:11]([C:13]3[CH:18]=[CH:17][C:16]([NH:19][C:20](=[O:22])[CH3:21])=[CH:15][CH:14]=3)=[O:12])=[CH:7][CH:8]=2)[NH:3][C:2]1=[O:1]. The catalyst class is: 8. (4) Reactant: Cl.[Cl:2][C:3]1[CH:8]=[CH:7][C:6]([NH:9][NH2:10])=[CH:5][CH:4]=1.F[C:12]1[CH:19]=[CH:18][C:17]([I:20])=[CH:16][C:13]=1[CH:14]=O.C(=O)([O-])[O-].[Cs+].[Cs+].O. Product: [Cl:2][C:3]1[CH:8]=[CH:7][C:6]([N:9]2[C:12]3[C:13](=[CH:16][C:17]([I:20])=[CH:18][CH:19]=3)[CH:14]=[N:10]2)=[CH:5][CH:4]=1. The catalyst class is: 37. (5) Reactant: Br[CH:2]([C:15]1[CH:20]=[CH:19][CH:18]=[CH:17][CH:16]=1)[C:3]([C:5]1[C:13]2[C:8](=[CH:9][CH:10]=[CH:11][CH:12]=2)[N:7]([CH3:14])[CH:6]=1)=[O:4].[CH3:21][O:22][C:23]1[CH:24]=[C:25]([CH:27]=[C:28]([O:30][CH3:31])[CH:29]=1)[NH2:26]. Product: [CH3:31][O:30][C:28]1[CH:27]=[C:25]([NH:26][CH:2]([C:15]2[CH:20]=[CH:19][CH:18]=[CH:17][CH:16]=2)[C:3]([C:5]2[C:13]3[C:8](=[CH:9][CH:10]=[CH:11][CH:12]=3)[N:7]([CH3:14])[CH:6]=2)=[O:4])[CH:24]=[C:23]([O:22][CH3:21])[CH:29]=1. The catalyst class is: 10. (6) Reactant: C(NC(C)C)(C)C.C([Li])CCC.[Cl:13][C:14]1[CH:15]=[C:16]([CH2:20][C:21]([OH:23])=[O:22])[CH:17]=[CH:18][CH:19]=1.[C:24]1(=[O:30])[CH2:29][CH2:28][CH2:27][CH2:26][CH2:25]1. Product: [Cl:13][C:14]1[CH:15]=[C:16]([CH:20]([C:24]2([OH:30])[CH2:29][CH2:28][CH2:27][CH2:26][CH2:25]2)[C:21]([OH:23])=[O:22])[CH:17]=[CH:18][CH:19]=1. The catalyst class is: 7.